Regression. Given a peptide amino acid sequence and an MHC pseudo amino acid sequence, predict their binding affinity value. This is MHC class I binding data. From a dataset of Peptide-MHC class I binding affinity with 185,985 pairs from IEDB/IMGT. (1) The peptide sequence is LVFTRAICK. The MHC is HLA-A69:01 with pseudo-sequence HLA-A69:01. The binding affinity (normalized) is 0.0847. (2) The peptide sequence is AVDADDSHF. The MHC is HLA-A25:01 with pseudo-sequence HLA-A25:01. The binding affinity (normalized) is 0.0847. (3) The peptide sequence is KSKPRIHGY. The MHC is HLA-A03:01 with pseudo-sequence HLA-A03:01. The binding affinity (normalized) is 0.0847.